From a dataset of Reaction yield outcomes from USPTO patents with 853,638 reactions. Predict the reaction yield, written as a fraction of the theoretical maximum amount of product (1.0 means a 100% yield; for example, 0.34 means a 34% yield). (1) The reactants are I[C:2]1[C:10]2[C:5](=[N:6][CH:7]=[CH:8][C:9]=2[O:11][CH:12]([CH3:14])[CH3:13])[N:4]([S:15]([C:18]2[CH:23]=[CH:22][C:21]([CH3:24])=[CH:20][CH:19]=2)(=[O:17])=[O:16])[CH:3]=1.[C:25]([NH2:29])(=[O:28])[CH:26]=[CH2:27].C(N(CC)CC)C.C1(C)C=CC=CC=1P(C1C=CC=CC=1C)C1C=CC=CC=1C. The catalyst is CN(C=O)C.CC([O-])=O.CC([O-])=O.[Pd+2]. The product is [CH:12]([O:11][C:9]1[CH:8]=[CH:7][N:6]=[C:5]2[N:4]([S:15]([C:18]3[CH:23]=[CH:22][C:21]([CH3:24])=[CH:20][CH:19]=3)(=[O:17])=[O:16])[CH:3]=[C:2]([CH:27]=[CH:26][C:25]([NH2:29])=[O:28])[C:10]=12)([CH3:14])[CH3:13]. The yield is 0.460. (2) The reactants are Br[C:2]1[CH:3]=[C:4]2[C:10]([C:11]3[CH:16]=[CH:15][CH:14]=[CH:13][C:12]=3[O:17][CH3:18])=[CH:9][N:8]([S:19]([C:22]3[CH:27]=[CH:26][C:25]([CH3:28])=[CH:24][CH:23]=3)(=[O:21])=[O:20])[C:5]2=[N:6][CH:7]=1.[B:29]1([B:29]2[O:33][C:32]([CH3:35])([CH3:34])[C:31]([CH3:37])([CH3:36])[O:30]2)[O:33][C:32]([CH3:35])([CH3:34])[C:31]([CH3:37])([CH3:36])[O:30]1.C([O-])(=O)C.[Na+].CN(C=O)C. The catalyst is CCOC(C)=O. The product is [CH3:18][O:17][C:12]1[CH:13]=[CH:14][CH:15]=[CH:16][C:11]=1[C:10]1[C:4]2[C:5](=[N:6][CH:7]=[C:2]([B:29]3[O:33][C:32]([CH3:35])([CH3:34])[C:31]([CH3:37])([CH3:36])[O:30]3)[CH:3]=2)[N:8]([S:19]([C:22]2[CH:27]=[CH:26][C:25]([CH3:28])=[CH:24][CH:23]=2)(=[O:21])=[O:20])[CH:9]=1. The yield is 0.810.